The task is: Predict the product of the given reaction.. This data is from Forward reaction prediction with 1.9M reactions from USPTO patents (1976-2016). The product is: [CH2:7]([C:8]1[CH:9]=[C:10]([C:14]2([C:19]([O:21][CH2:24][CH3:25])=[O:20])[O:18][CH2:17][CH2:16][O:15]2)[CH:11]=[CH:12][CH:13]=1)[CH2:1][CH2:2][CH2:3][CH3:4]. Given the reactants [CH2:1]([Li])[CH2:2][CH2:3][CH3:4].Br[CH2:7][C:8]1[CH:9]=[C:10]([C:14]2([C:19]([O-:21])=[O:20])[O:18][CH2:17][CH2:16][O:15]2)[CH:11]=[CH:12][CH:13]=1.CO[CH:24]1CCC[CH2:25]1, predict the reaction product.